Dataset: Full USPTO retrosynthesis dataset with 1.9M reactions from patents (1976-2016). Task: Predict the reactants needed to synthesize the given product. (1) Given the product [CH:22]12[NH:24][CH:19]([CH2:20][CH2:21]1)[CH2:18][CH:17]([CH:12]1[C:11]3[CH:10]=[CH:9][C:8]([C:31]4[CH:36]=[CH:35][CH:34]=[CH:33][C:32]=4[NH:37][C:38](=[O:40])[CH3:39])=[CH:7][C:6]=3[O:5][C:4]3[C:13]1=[CH:14][CH:15]=[CH:16][C:3]=3[O:2][CH3:1])[CH2:23]2.[C:25]([OH:30])([C:26]([F:29])([F:28])[F:27])=[O:44], predict the reactants needed to synthesize it. The reactants are: [CH3:1][O:2][C:3]1[CH:16]=[CH:15][CH:14]=[C:13]2[C:4]=1[O:5][C:6]1[CH:7]=[C:8]([C:31]3[CH:36]=[CH:35][CH:34]=[CH:33][C:32]=3[NH:37][C:38](=[O:40])[CH3:39])[CH:9]=[CH:10][C:11]=1[CH:12]2[CH:17]1[CH2:23][CH:22]2[N:24]([C:25](=[O:30])[C:26]([F:29])([F:28])[F:27])[CH:19]([CH2:20][CH2:21]2)[CH2:18]1.FC(F)(F)C(N1C2CCC1CC(C1C3C=CC(C4NN=NN=4)=CC=3OC3C1=CC=CC=3)C2)=[O:44]. (2) Given the product [ClH:1].[Cl:1][C:2]1[CH:25]=[CH:24][C:5]([O:6][C:7]2[CH:23]=[CH:22][C:10]([O:11][CH2:12][C@@H:13]3[CH2:17][CH2:16][CH2:15][N:14]3[CH2:18][CH2:19][CH2:20][NH:21][C:35](=[O:37])[CH3:36])=[CH:9][CH:8]=2)=[CH:4][CH:3]=1, predict the reactants needed to synthesize it. The reactants are: [Cl:1][C:2]1[CH:25]=[CH:24][C:5]([O:6][C:7]2[CH:23]=[CH:22][C:10]([O:11][CH2:12][C@@H:13]3[CH2:17][CH2:16][CH2:15][N:14]3[CH2:18][CH2:19][CH2:20][NH2:21])=[CH:9][CH:8]=2)=[CH:4][CH:3]=1.C(N(C(C)C)CC)(C)C.[C:35](OC(=O)C)(=[O:37])[CH3:36]. (3) Given the product [OH:1][CH2:2][C@H:3]([NH:4][C:5]([C@H:7]1[CH2:9][C@@H:8]1[C:10]1[S:11][CH:12]=[CH:13][CH:14]=1)=[O:6])[C:15]1[CH:20]=[CH:19][C:18]([C:34]2[CH:35]=[CH:36][C:31]([CH3:40])=[CH:32][CH:33]=2)=[CH:17][C:16]=1[O:29][CH3:30], predict the reactants needed to synthesize it. The reactants are: [OH:1][CH2:2][C@@H:3]([C:15]1[CH:20]=[CH:19][C:18](OS(C(F)(F)F)(=O)=O)=[CH:17][C:16]=1[O:29][CH3:30])[NH:4][C:5]([C@H:7]1[CH2:9][C@@H:8]1[C:10]1[S:11][CH:12]=[CH:13][CH:14]=1)=[O:6].[C:31]1([CH3:40])[CH:36]=[CH:35][CH:34]=[CH:33][C:32]=1B(O)O.C([O-])([O-])=O.[Na+].[Na+].CCOC(C)=O. (4) Given the product [CH2:15]([N:8]([CH2:1][C:2]1[CH:3]=[CH:4][CH:5]=[CH:6][CH:7]=1)[C@H:9]1[CH2:13][CH2:12][CH2:11][C@@:10]1([CH3:22])[OH:14])[C:16]1[CH:21]=[CH:20][CH:19]=[CH:18][CH:17]=1, predict the reactants needed to synthesize it. The reactants are: [CH2:1]([N:8]([CH2:15][C:16]1[CH:21]=[CH:20][CH:19]=[CH:18][CH:17]=1)[C@H:9]1[CH2:13][CH2:12][CH2:11][C:10]1=[O:14])[C:2]1[CH:7]=[CH:6][CH:5]=[CH:4][CH:3]=1.[CH3:22][Mg]Br.O. (5) Given the product [ClH:37].[NH2:16][CH2:15][C:14]1[N:5]([CH2:1][CH:2]([CH3:4])[CH3:3])[C:6](=[O:36])[C:7]2[C:12]([C:13]=1[C:24]1[CH:25]=[CH:26][CH:27]=[CH:28][CH:29]=1)=[CH:11][C:10]([C:30]1[NH:34][C:33](=[O:35])[O:32][N:31]=1)=[CH:9][CH:8]=2, predict the reactants needed to synthesize it. The reactants are: [CH2:1]([N:5]1[C:14]([CH2:15][NH:16]C(=O)OC(C)(C)C)=[C:13]([C:24]2[CH:29]=[CH:28][CH:27]=[CH:26][CH:25]=2)[C:12]2[C:7](=[CH:8][CH:9]=[C:10]([C:30]3[NH:34][C:33](=[O:35])[O:32][N:31]=3)[CH:11]=2)[C:6]1=[O:36])[CH:2]([CH3:4])[CH3:3].[ClH:37].